From a dataset of Forward reaction prediction with 1.9M reactions from USPTO patents (1976-2016). Predict the product of the given reaction. (1) Given the reactants [NH2:1][C:2]1[CH:7]=[C:6](Cl)[N:5]=[C:4]([C:9]2[CH:10]=[C:11]([CH:20]=[CH:21][CH:22]=2)[O:12][CH2:13][C:14]([NH:16][CH:17]([CH3:19])[CH3:18])=[O:15])[N:3]=1.[CH3:23][N:24]1[CH2:29][CH2:28][NH:27][CH2:26][CH2:25]1, predict the reaction product. The product is: [NH2:1][C:2]1[CH:7]=[C:6]([N:27]2[CH2:28][CH2:29][N:24]([CH3:23])[CH2:25][CH2:26]2)[N:5]=[C:4]([C:9]2[CH:10]=[C:11]([CH:20]=[CH:21][CH:22]=2)[O:12][CH2:13][C:14]([NH:16][CH:17]([CH3:19])[CH3:18])=[O:15])[N:3]=1. (2) The product is: [O:1]1[C:5]2[CH:6]=[CH:7][C:8]([C:10]3[O:11][C:23]([CH2:22][CH2:21][C:17]4[CH:18]=[CH:19][CH:20]=[C:15]([F:14])[CH:16]=4)=[N:13][N:12]=3)=[CH:9][C:4]=2[CH2:3][CH2:2]1. Given the reactants [O:1]1[C:5]2[CH:6]=[CH:7][C:8]([C:10]([NH:12][NH2:13])=[O:11])=[CH:9][C:4]=2[CH2:3][CH2:2]1.[F:14][C:15]1[CH:16]=[C:17]([CH2:21][CH2:22][C:23](O)=O)[CH:18]=[CH:19][CH:20]=1, predict the reaction product. (3) Given the reactants [CH:1]([C:3]1[S:7][C:6]([NH:8][CH2:9][C:10]([OH:12])=O)=[N:5][CH:4]=1)=[O:2].ON1C2N=CC=CC=2N=N1.[NH2:23][C@@H:24]([CH3:45])[C:25]([NH:27][C@@H:28]([CH3:44])[C:29]([NH:31][C@@H:32]([CH2:36][C:37]1[CH:42]=[CH:41][C:40]([OH:43])=[CH:39][CH:38]=1)[C:33]([NH2:35])=[O:34])=[O:30])=[O:26].CN1CCOCC1.C(Cl)CCl, predict the reaction product. The product is: [NH2:35][C:33](=[O:34])[C@@H:32]([NH:31][C:29](=[O:30])[C@@H:28]([NH:27][C:25](=[O:26])[C@@H:24]([NH:23][C:10](=[O:12])[CH2:9][NH:8][C:6]1[S:7][C:3]([CH:1]=[O:2])=[CH:4][N:5]=1)[CH3:45])[CH3:44])[CH2:36][C:37]1[CH:42]=[CH:41][C:40]([OH:43])=[CH:39][CH:38]=1. (4) Given the reactants [CH3:1][CH:2]1[CH:6]([C:7]2[CH:12]=[CH:11][CH:10]=[CH:9][CH:8]=2)[C:5]2[CH:13]=[CH:14][C:15]([OH:20])=[C:16]([CH2:17][CH2:18][CH3:19])[C:4]=2[O:3]1.ClC1C(=O)C(C#N)=C(C#N)C(=O)C=1Cl.O, predict the reaction product. The product is: [CH3:1][C:2]1[O:3][C:4]2[C:16]([CH2:17][CH2:18][CH3:19])=[C:15]([OH:20])[CH:14]=[CH:13][C:5]=2[C:6]=1[C:7]1[CH:12]=[CH:11][CH:10]=[CH:9][CH:8]=1. (5) Given the reactants [Br:1][C:2]1[CH:8]=[C:7]([CH3:9])[C:5](N)=[C:4]([O:10][CH3:11])[CH:3]=1.C([N:14](CC)CC)C.[C:19]([CH2:23][C:24](Cl)=[O:25])([CH3:22])([CH3:21])[CH3:20], predict the reaction product. The product is: [Br:1][C:2]1[CH:8]=[C:7]([CH3:9])[C:5]([CH:23]([C:19]([CH3:22])([CH3:21])[CH3:20])[C:24]([NH2:14])=[O:25])=[C:4]([O:10][CH3:11])[CH:3]=1.